Dataset: Reaction yield outcomes from USPTO patents with 853,638 reactions. Task: Predict the reaction yield, written as a fraction of the theoretical maximum amount of product (1.0 means a 100% yield; for example, 0.34 means a 34% yield). The reactants are [CH3:1][C:2]([C:13]1[CH:18]=[CH:17][C:16]([N+:19]([O-])=O)=[CH:15][CH:14]=1)([CH3:12])[CH2:3][NH:4][C:5](=[O:11])[O:6][C:7]([CH3:10])([CH3:9])[CH3:8].C([O-])=O.[NH4+]. The catalyst is CCO.[Pd]. The product is [CH3:12][C:2]([C:13]1[CH:18]=[CH:17][C:16]([NH2:19])=[CH:15][CH:14]=1)([CH3:1])[CH2:3][NH:4][C:5](=[O:11])[O:6][C:7]([CH3:8])([CH3:9])[CH3:10]. The yield is 0.830.